From a dataset of Full USPTO retrosynthesis dataset with 1.9M reactions from patents (1976-2016). Predict the reactants needed to synthesize the given product. (1) Given the product [CH3:8][O:9][CH2:10][CH:11]([NH:7][C:4]1[NH:3][C:2]([CH3:1])=[N:6][N:5]=1)[CH3:12], predict the reactants needed to synthesize it. The reactants are: [CH3:1][C:2]1[NH:3][C:4]([NH2:7])=[N:5][N:6]=1.[CH3:8][O:9][CH2:10][C:11](=O)[CH3:12].C([BH3-])#N.[Na+].O. (2) Given the product [Cl:33][C:34]1[CH:35]=[CH:36][C:37]([N:44]2[CH2:45][C:46]([CH2:49][O:50][C:51]3[C:60]([CH:61]4[CH2:63][CH2:62]4)=[CH:59][C:54]([C:55]([OH:57])=[O:56])=[C:53]([F:64])[CH:52]=3)([CH3:48])[CH2:47]2)=[N:38][C:39]=1[C:40]([F:41])([F:42])[F:43], predict the reactants needed to synthesize it. The reactants are: ClC1C(N2CC(COC3C(C4CC4)=CC(C(OC)=O)=C(F)C=3)(C)C2)=NC=C(C(F)(F)F)C=1.[Cl:33][C:34]1[CH:35]=[CH:36][C:37]([N:44]2[CH2:47][C:46]([CH2:49][O:50][C:51]3[C:60]([CH:61]4[CH2:63][CH2:62]4)=[CH:59][C:54]([C:55]([O:57]C)=[O:56])=[C:53]([F:64])[CH:52]=3)([CH3:48])[CH2:45]2)=[N:38][C:39]=1[C:40]([F:43])([F:42])[F:41]. (3) Given the product [CH:43]1([N:10]2[C:9]3[CH:49]=[CH:50][C:6]([C:4]([OH:5])=[O:3])=[CH:7][C:8]=3[N:12]=[C:11]2[C:13]2[CH:14]=[C:15]3[C:20](=[CH:21][CH:22]=2)[N:19]=[C:18]([C:23]2[C:28]([C:29]4[CH:34]=[CH:33][C:32]([F:35])=[CH:31][CH:30]=4)=[CH:27][CH:26]=[C:25]([C:36]([N:38]4[CH2:42][CH2:41][CH2:40][CH2:39]4)=[O:37])[CH:24]=2)[CH:17]=[CH:16]3)[CH2:44][CH2:45][CH2:46][CH2:47][CH2:48]1, predict the reactants needed to synthesize it. The reactants are: C([O:3][C:4]([C:6]1[CH:50]=[CH:49][C:9]2[N:10]([CH:43]3[CH2:48][CH2:47][CH2:46][CH2:45][CH2:44]3)[C:11]([C:13]3[CH:14]=[C:15]4[C:20](=[CH:21][CH:22]=3)[N:19]=[C:18]([C:23]3[C:28]([C:29]5[CH:34]=[CH:33][C:32]([F:35])=[CH:31][CH:30]=5)=[CH:27][CH:26]=[C:25]([C:36]([N:38]5[CH2:42][CH2:41][CH2:40][CH2:39]5)=[O:37])[CH:24]=3)[CH:17]=[CH:16]4)=[N:12][C:8]=2[CH:7]=1)=[O:5])C.Cl. (4) Given the product [N:1]1([C:7]2[N:12]=[CH:11][C:10]([C:13]34[CH2:19][N:16]([CH2:15][CH2:14]3)[CH2:17][CH2:18]4)=[CH:9][CH:8]=2)[CH2:5][CH2:4][CH2:3][CH2:2]1, predict the reactants needed to synthesize it. The reactants are: [NH:1]1[CH2:5][CH2:4][CH2:3][CH2:2]1.Cl[C:7]1[N:12]=[CH:11][C:10]([C:13]23[CH2:19][N:16]([CH2:17][CH2:18]2)[CH2:15][CH2:14]3)=[CH:9][CH:8]=1.C(=O)([O-])[O-].[Na+].[Na+]. (5) The reactants are: [Cl:1][C:2]1[CH:10]=[CH:9][C:8]2[NH:7][C:6]3[CH2:11][CH2:12][N:13]([CH3:16])[CH2:14][CH2:15][C:5]=3[C:4]=2[CH:3]=1.N1CCC[C@H]1C(O)=O.[O-]P([O-])([O-])=O.[K+].[K+].[K+].Cl[CH2:34][C:35]([N:37]1[CH2:41][CH2:40][CH2:39][CH2:38]1)=[O:36]. Given the product [Cl:1][C:2]1[CH:10]=[CH:9][C:8]2[N:7]([CH2:34][C:35]([N:37]3[CH2:41][CH2:40][CH2:39][CH2:38]3)=[O:36])[C:6]3[CH2:11][CH2:12][N:13]([CH3:16])[CH2:14][CH2:15][C:5]=3[C:4]=2[CH:3]=1, predict the reactants needed to synthesize it. (6) Given the product [Cl:1][C:2]1[CH:7]=[CH:6][CH:5]=[CH:4][C:3]=1[C:8]1[CH:17]=[C:16]([O:18][CH2:55][CH2:54][N:48]2[CH2:53][CH2:52][CH2:51][CH2:50][CH2:49]2)[CH:15]=[C:14]2[C:9]=1[CH2:10][CH:11]([CH3:28])[C:12](=[O:27])[N:13]2[C:19]1[C:20]([Cl:26])=[CH:21][CH:22]=[CH:23][C:24]=1[Cl:25], predict the reactants needed to synthesize it. The reactants are: [Cl:1][C:2]1[CH:7]=[CH:6][CH:5]=[CH:4][C:3]=1[C:8]1[CH:17]=[C:16]([OH:18])[CH:15]=[C:14]2[C:9]=1[CH2:10][CH:11]([CH3:28])[C:12](=[O:27])[N:13]2[C:19]1[C:24]([Cl:25])=[CH:23][CH:22]=[CH:21][C:20]=1[Cl:26].C1C=CC(P(C2C=CC=CC=2)C2C=CC=CC=2)=CC=1.[N:48]1([CH2:54][CH2:55]O)[CH2:53][CH2:52][CH2:51][CH2:50][CH2:49]1. (7) Given the product [Br:24][C:21]1[CH:20]=[N:19][C:18]([C:14]2[CH:13]=[C:12]([CH:17]=[CH:16][CH:15]=2)[CH2:11][N:8]2[C:6]3=[N:7][C:2]([C:29]4[CH:28]=[N:27][N:26]([CH3:25])[CH:30]=4)=[CH:3][N:4]=[C:5]3[N:10]=[N:9]2)=[N:23][CH:22]=1, predict the reactants needed to synthesize it. The reactants are: Br[C:2]1[N:7]=[C:6]2[N:8]([CH2:11][C:12]3[CH:17]=[CH:16][CH:15]=[C:14]([C:18]4[N:23]=[CH:22][C:21]([Br:24])=[CH:20][N:19]=4)[CH:13]=3)[N:9]=[N:10][C:5]2=[N:4][CH:3]=1.[CH3:25][N:26]1[CH:30]=[C:29](B2OC(C)(C)C(C)(C)O2)[CH:28]=[N:27]1.C(=O)([O-])[O-].[Na+].[Na+].O.